Dataset: Forward reaction prediction with 1.9M reactions from USPTO patents (1976-2016). Task: Predict the product of the given reaction. (1) Given the reactants O.Br[C:3]1[C:12]([O:13][CH2:14][CH3:15])=[CH:11][C:6]([C:7]([O:9][CH3:10])=[O:8])=[CH:5][C:4]=1[O:16][CH2:17][CH3:18].[C:19]([O:23][C:24]([C:26]1[CH:27]=[C:28](B(O)O)[CH:29]=[N:30][CH:31]=1)=[O:25])([CH3:22])([CH3:21])[CH3:20].[O-]P([O-])([O-])=O.[K+].[K+].[K+], predict the reaction product. The product is: [CH2:17]([O:16][C:4]1[CH:5]=[C:6]([C:7]([O:9][CH3:10])=[O:8])[CH:11]=[C:12]([O:13][CH2:14][CH3:15])[C:3]=1[C:28]1[CH:29]=[N:30][CH:31]=[C:26]([CH:27]=1)[C:24]([O:23][C:19]([CH3:21])([CH3:20])[CH3:22])=[O:25])[CH3:18]. (2) Given the reactants [CH3:1][O:2][C:3]1[CH:4]=[C:5]2[O:9][C:8]([C:10]3[N:11]=[C:12]4[N:16]([CH:17]=3)[N:15]=[C:14]([O:18][CH3:19])[S:13]4)=[CH:7][C:6]2=[C:20]([OH:22])[CH:21]=1.[O:23]1[C:27]([C:28]2[S:29][CH:30]=[C:31]([CH2:33]O)[N:32]=2)=[CH:26][N:25]=[CH:24]1, predict the reaction product. The product is: [CH3:1][O:2][C:3]1[CH:21]=[C:20]([O:22][CH2:33][C:31]2[N:32]=[C:28]([C:27]3[O:23][CH:24]=[N:25][CH:26]=3)[S:29][CH:30]=2)[C:6]2[CH:7]=[C:8]([C:10]3[N:11]=[C:12]4[N:16]([CH:17]=3)[N:15]=[C:14]([O:18][CH3:19])[S:13]4)[O:9][C:5]=2[CH:4]=1.